Dataset: Reaction yield outcomes from USPTO patents with 853,638 reactions. Task: Predict the reaction yield, written as a fraction of the theoretical maximum amount of product (1.0 means a 100% yield; for example, 0.34 means a 34% yield). (1) The reactants are [CH3:1][C:2]1[O:6][N:5]=[C:4]([C:7]2[CH:12]=[CH:11][CH:10]=[CH:9][CH:8]=2)[C:3]=1[CH2:13][OH:14].[CH3:15][N:16]1[CH2:21][CH:20]=[C:19]([C:22]2[CH:27]=[CH:26][NH:25][C:24](=O)[CH:23]=2)[CH2:18][CH2:17]1. No catalyst specified. The product is [CH3:15][N:16]1[CH2:17][CH:18]=[C:19]([C:22]2[CH:27]=[CH:26][N:25]=[C:24]([O:14][CH2:13][C:3]3[C:4]([C:7]4[CH:12]=[CH:11][CH:10]=[CH:9][CH:8]=4)=[N:5][O:6][C:2]=3[CH3:1])[CH:23]=2)[CH2:20][CH2:21]1. The yield is 0.170. (2) The catalyst is O1CCOCC1.C([O-])(=O)C.[Pd+2].C([O-])(=O)C. The product is [Cl:1][C:2]1[CH:7]=[C:6]([NH:10][C:11]2[CH:18]=[CH:17][CH:16]=[CH:15][C:12]=2[C:13]#[N:14])[C:5]([Cl:9])=[CH:4][N:3]=1. The yield is 0.790. The reactants are [Cl:1][C:2]1[CH:7]=[C:6](I)[C:5]([Cl:9])=[CH:4][N:3]=1.[NH2:10][C:11]1[CH:18]=[CH:17][CH:16]=[CH:15][C:12]=1[C:13]#[N:14].[O-]P(OP(OP([O-])([O-])=O)([O-])=O)(=O)[O-].[K+].[K+].[K+].[K+].[K+].N#N.C1C=CC(P(C2C(OC3C(P(C4C=CC=CC=4)C4C=CC=CC=4)=CC=CC=3)=CC=CC=2)C2C=CC=CC=2)=CC=1.